The task is: Regression. Given a peptide amino acid sequence and an MHC pseudo amino acid sequence, predict their binding affinity value. This is MHC class II binding data.. This data is from Peptide-MHC class II binding affinity with 134,281 pairs from IEDB. (1) The peptide sequence is TGVAVSRGTAKLRWF. The MHC is DRB1_0701 with pseudo-sequence DRB1_0701. The binding affinity (normalized) is 0.661. (2) The peptide sequence is EYIRIDAKVVPKSKIDTKIQ. The MHC is DRB1_0101 with pseudo-sequence DRB1_0101. The binding affinity (normalized) is 0.898. (3) The peptide sequence is HSRNLINELSERMAG. The MHC is DRB1_1101 with pseudo-sequence DRB1_1101. The binding affinity (normalized) is 0.163. (4) The peptide sequence is YDKFLANVSFVLTGK. The MHC is DRB3_0202 with pseudo-sequence DRB3_0202. The binding affinity (normalized) is 0.866.